This data is from Catalyst prediction with 721,799 reactions and 888 catalyst types from USPTO. The task is: Predict which catalyst facilitates the given reaction. (1) Reactant: [OH:1][CH2:2][CH2:3][N:4](C)[C:5](=O)OC(C)(C)C.N1C=CC=CC=1.[C:19]([Cl:24])(=[O:23])[O:20][CH2:21][CH3:22]. Product: [ClH:24].[C:19](=[O:23])([O:1][CH2:2][CH2:3][NH:4][CH3:5])[O:20][CH2:21][CH3:22]. The catalyst class is: 768. (2) Reactant: [H-].[Al+3].[Li+].[H-].[H-].[H-].C[O:8][C:9](=O)[CH:10]([CH:14]1[CH2:19][CH2:18][CH:17]([CH:20]2[CH2:25][CH2:24][CH:23]([CH2:26][CH2:27][CH2:28][CH2:29][CH3:30])[CH2:22][CH2:21]2)[CH2:16][CH2:15]1)[C:11](O)=[O:12].Cl. Product: [CH2:26]([CH:23]1[CH2:24][CH2:25][CH:20]([CH:17]2[CH2:16][CH2:15][CH:14]([CH:10]([CH2:9][OH:8])[CH2:11][OH:12])[CH2:19][CH2:18]2)[CH2:21][CH2:22]1)[CH2:27][CH2:28][CH2:29][CH3:30]. The catalyst class is: 1. (3) Reactant: [NH2:1]N.[F:3][C:4]1[CH:9]=[CH:8][C:7]([CH:10]2[CH2:15][CH2:14][N:13]([CH2:16][CH2:17][CH2:18]C3C=CC=C4C(NC(=O)C=34)=O)[CH2:12][CH2:11]2)=[CH:6][CH:5]=1. Product: [F:3][C:4]1[CH:5]=[CH:6][C:7]([CH:10]2[CH2:11][CH2:12][N:13]([CH2:16][CH2:17][CH2:18][NH2:1])[CH2:14][CH2:15]2)=[CH:8][CH:9]=1. The catalyst class is: 5. (4) Reactant: [CH2:1]([O:3][C:4](=[O:29])[C:5]1[CH:10]=[CH:9][C:8]([N:11]2[CH:15]=[C:14]([C:16]3[CH:21]=[CH:20][CH:19]=[CH:18][C:17]=3[OH:22])[C:13]([C:23]#[N:24])=[CH:12]2)=[CH:7][C:6]=1[O:25][CH2:26][O:27][CH3:28])[CH3:2].C(=O)([O-])[O-].[K+].[K+].BrC[CH2:38][CH2:39][O:40][CH3:41].O. Product: [CH2:1]([O:3][C:4](=[O:29])[C:5]1[CH:10]=[CH:9][C:8]([N:11]2[CH:15]=[C:14]([C:16]3[CH:21]=[CH:20][CH:19]=[CH:18][C:17]=3[O:22][CH2:38][CH2:39][O:40][CH3:41])[C:13]([C:23]#[N:24])=[CH:12]2)=[CH:7][C:6]=1[O:25][CH2:26][O:27][CH3:28])[CH3:2]. The catalyst class is: 9.